This data is from Catalyst prediction with 721,799 reactions and 888 catalyst types from USPTO. The task is: Predict which catalyst facilitates the given reaction. (1) Reactant: [CH3:1][N:2]1[C:7](=[O:8])[C:6]2[CH:9]=[C:10]([C:12]3[CH:17]=[C:16]([S:18]([N:21]4[CH2:26][CH2:25][NH:24][CH2:23][CH2:22]4)(=[O:20])=[O:19])[CH:15]=[CH:14][C:13]=3[O:27][CH2:28][CH2:29][CH3:30])[NH:11][C:5]=2[N:4]([CH2:31][CH2:32][CH3:33])[C:3]1=[O:34].[CH2:35]=O. Product: [CH3:1][N:2]1[C:7](=[O:8])[C:6]2[CH:9]=[C:10]([C:12]3[CH:17]=[C:16]([S:18]([N:21]4[CH2:26][CH2:25][N:24]([CH3:35])[CH2:23][CH2:22]4)(=[O:20])=[O:19])[CH:15]=[CH:14][C:13]=3[O:27][CH2:28][CH2:29][CH3:30])[NH:11][C:5]=2[N:4]([CH2:31][CH2:32][CH3:33])[C:3]1=[O:34]. The catalyst class is: 45. (2) Reactant: [S:1]1[CH:5]=[CH:4][C:3]([CH:6]=[O:7])=[CH:2]1.[CH2:8](O)[CH2:9][OH:10]. Product: [S:1]1[CH:5]=[CH:4][C:3]([CH:6]2[O:10][CH2:9][CH2:8][O:7]2)=[CH:2]1. The catalyst class is: 626. (3) Reactant: [NH2:1][C:2]1[N:10]=[C:9]([CH2:11][O:12][CH3:13])[CH:8]=[CH:7][C:3]=1[C:4]([OH:6])=O.[F:14][C:15]([F:32])([F:31])[C:16]1[CH:21]=[CH:20][CH:19]=[CH:18][C:17]=1[O:22][C:23]1[CH:24]=[C:25]([CH:28]=[CH:29][CH:30]=1)[CH2:26][NH2:27].C(N(CC)CC)C.CN([P+](ON1N=NC2C=CC=CC1=2)(N(C)C)N(C)C)C.F[P-](F)(F)(F)(F)F. Product: [F:14][C:15]([F:31])([F:32])[C:16]1[CH:21]=[CH:20][CH:19]=[CH:18][C:17]=1[O:22][C:23]1[CH:24]=[C:25]([CH2:26][NH:27][C:4](=[O:6])[C:3]2[CH:7]=[CH:8][C:9]([CH2:11][O:12][CH3:13])=[N:10][C:2]=2[NH2:1])[CH:28]=[CH:29][CH:30]=1. The catalyst class is: 136. (4) Reactant: Cl.C(N=C=NCCCN(C)C)C.[NH2:13][C:14]1[CH:15]=[C:16]([CH:32]=[CH:33][CH:34]=1)[CH2:17][O:18][C:19]1[CH:24]=[CH:23][C:22]([C:25](=[O:27])[CH3:26])=[C:21]([OH:28])[C:20]=1[CH2:29][CH2:30][CH3:31].[C:35]([O:46][CH3:47])(=[O:45])[C:36]1[CH:44]=[CH:43][CH:42]=[C:38]([C:39](O)=[O:40])[CH:37]=1.C(N(CC)CC)C. The catalyst class is: 4. Product: [CH3:47][O:46][C:35](=[O:45])[C:36]1[CH:44]=[CH:43][CH:42]=[C:38]([C:39]([NH:13][C:14]2[CH:34]=[CH:33][CH:32]=[C:16]([CH2:17][O:18][C:19]3[CH:24]=[CH:23][C:22]([C:25](=[O:27])[CH3:26])=[C:21]([OH:28])[C:20]=3[CH2:29][CH2:30][CH3:31])[CH:15]=2)=[O:40])[CH:37]=1. (5) Reactant: [F:1][C:2]1[C:3]([N:9]([CH3:11])[CH3:10])=[N:4][CH:5]=[C:6]([NH2:8])[CH:7]=1.[CH3:12][C:13]1([CH3:21])[O:20][C:18](=[O:19])[CH2:17][C:15](=[O:16])[O:14]1.[CH:22](OCC)(OCC)OCC. Product: [CH3:10][N:9]([CH3:11])[C:3]1[N:4]=[CH:5][C:6]([NH:8][CH:22]=[C:17]2[C:18](=[O:19])[O:20][C:13]([CH3:21])([CH3:12])[O:14][C:15]2=[O:16])=[CH:7][C:2]=1[F:1]. The catalyst class is: 8. (6) Reactant: C[O:2][C:3](=[O:36])[C@@H:4]([NH:18][C:19](=[O:35])[C:20]1[CH:25]=[C:24]([Br:26])[CH:23]=[CH:22][C:21]=1[O:27][CH2:28][C:29]1[CH:34]=[CH:33][CH:32]=[CH:31][CH:30]=1)[CH2:5][C:6]1[CH:11]=[CH:10][C:9]([C:12]2[CH:17]=[CH:16][CH:15]=[CH:14][CH:13]=2)=[CH:8][CH:7]=1.[Li+].[OH-]. Product: [CH2:28]([O:27][C:21]1[CH:22]=[CH:23][C:24]([Br:26])=[CH:25][C:20]=1[C:19]([NH:18][C@@H:4]([CH2:5][C:6]1[CH:11]=[CH:10][C:9]([C:12]2[CH:13]=[CH:14][CH:15]=[CH:16][CH:17]=2)=[CH:8][CH:7]=1)[C:3]([OH:36])=[O:2])=[O:35])[C:29]1[CH:30]=[CH:31][CH:32]=[CH:33][CH:34]=1. The catalyst class is: 36.